Predict the product of the given reaction. From a dataset of Forward reaction prediction with 1.9M reactions from USPTO patents (1976-2016). (1) Given the reactants [CH2:1]([Li])CCC.[Br:6][C:7]1[CH:14]=[CH:13][C:12]([F:15])=[CH:11][C:8]=1[CH:9]=O, predict the reaction product. The product is: [Br:6][C:7]1[CH:14]=[CH:13][C:12]([F:15])=[CH:11][C:8]=1[CH:9]=[CH2:1]. (2) Given the reactants [C:1]([O:5][C:6](=[O:29])[C:7]([O:10]/[N:11]=[C:12](/[C:16]1[N:17]=[C:18]([NH:21][C:22]([O:24][C:25]([CH3:28])([CH3:27])[CH3:26])=[O:23])[S:19][CH:20]=1)\[C:13](O)=[O:14])([CH3:9])[CH3:8])([CH3:4])([CH3:3])[CH3:2].CN(C(ON1N=NC2C=CC=NC1=2)=[N+](C)C)C.F[P-](F)(F)(F)(F)F.CCN(C(C)C)C(C)C.[C:63]([O:67][C:68](=[O:83])[NH:69][CH2:70][C:71](=[O:82])/[CH:72]=[C:73](\[NH2:81])/[CH2:74][C@@H:75]1[C@H:78]([NH2:79])[C:77](=[O:80])[NH:76]1)([CH3:66])([CH3:65])[CH3:64], predict the reaction product. The product is: [NH2:81]/[C:73](=[CH:72]\[C:71](=[O:82])[CH2:70][NH:69][C:68]([O:67][C:63]([CH3:66])([CH3:64])[CH3:65])=[O:83])/[CH2:74][C@@H:75]1[C@H:78]([NH:79][C:13](=[O:14])/[C:12](=[N:11]\[O:10][C:7]([CH3:9])([CH3:8])[C:6]([O:5][C:1]([CH3:4])([CH3:3])[CH3:2])=[O:29])/[C:16]2[N:17]=[C:18]([NH:21][C:22]([O:24][C:25]([CH3:28])([CH3:27])[CH3:26])=[O:23])[S:19][CH:20]=2)[C:77](=[O:80])[NH:76]1. (3) Given the reactants Br[C:2]1[CH:11]=[CH:10][C:5]([C:6]([O:8][CH3:9])=[O:7])=[CH:4][C:3]=1[F:12].[C:13]([O:17][C:18](=[O:21])[CH:19]=[CH2:20])([CH3:16])([CH3:15])[CH3:14].C(N(CCCC)CCCC)CCC.[Cl-].[NH4+], predict the reaction product. The product is: [C:13]([O:17][C:18](=[O:21])/[CH:19]=[CH:20]/[C:2]1[CH:11]=[CH:10][C:5]([C:6]([O:8][CH3:9])=[O:7])=[CH:4][C:3]=1[F:12])([CH3:16])([CH3:15])[CH3:14]. (4) Given the reactants [NH2:1][CH2:2][CH2:3][NH:4][C:5]1[CH:6]=[C:7]([C:19]2[NH:20][CH:21]=[CH:22][CH:23]=2)[C:8]2[C:9](=[O:18])[NH:10][C:11]3[C:16]=2[C:15]=1[C:14]([F:17])=[CH:13][CH:12]=3.[CH3:24][S:25]([OH:28])(=[O:27])=[O:26], predict the reaction product. The product is: [CH3:24][S:25]([OH:28])(=[O:27])=[O:26].[NH2:1][CH2:2][CH2:3][NH:4][C:5]1[CH:6]=[C:7]([C:19]2[NH:20][CH:21]=[CH:22][CH:23]=2)[C:8]2[C:9](=[O:18])[NH:10][C:11]3[C:16]=2[C:15]=1[C:14]([F:17])=[CH:13][CH:12]=3. (5) Given the reactants [NH2:1][CH2:2][CH2:3][CH2:4][NH:5][CH:6]1[CH2:11][CH2:10][N:9]([CH2:12][CH2:13][C@@H:14]([C:26]2[CH:31]=[CH:30][C:29]([Cl:32])=[C:28]([Cl:33])[CH:27]=2)[CH2:15][N:16]([CH3:25])[C:17](=[O:24])[C:18]2[CH:23]=[CH:22][CH:21]=[CH:20][CH:19]=2)[CH2:8][CH2:7]1.[C:34](N1C=CN=C1)(N1C=CN=C1)=[O:35], predict the reaction product. The product is: [ClH:32].[ClH:32].[Cl:33][C:28]1[CH:27]=[C:26]([C@H:14]([CH2:13][CH2:12][N:9]2[CH2:10][CH2:11][CH:6]([N:5]3[CH2:4][CH2:3][CH2:2][NH:1][C:34]3=[O:35])[CH2:7][CH2:8]2)[CH2:15][N:16]([CH3:25])[C:17](=[O:24])[C:18]2[CH:19]=[CH:20][CH:21]=[CH:22][CH:23]=2)[CH:31]=[CH:30][C:29]=1[Cl:32].